Dataset: Forward reaction prediction with 1.9M reactions from USPTO patents (1976-2016). Task: Predict the product of the given reaction. (1) The product is: [CH:33]1([C:31]2[N:32]=[C:26]([CH:11]3[CH2:12][CH:13]([C:15]4[CH:20]=[CH:19][C:18]([O:21][C:22]([F:25])([F:24])[F:23])=[CH:17][CH:16]=4)[CH2:14][N:9]([C:7]([N:4]4[CH2:5][CH2:6][CH:2]([OH:1])[CH2:3]4)=[O:8])[CH2:10]3)[O:27][N:30]=2)[CH2:35][CH2:34]1. Given the reactants [OH:1][CH:2]1[CH2:6][CH2:5][N:4]([C:7]([N:9]2[CH2:14][CH:13]([C:15]3[CH:20]=[CH:19][C:18]([O:21][C:22]([F:25])([F:24])[F:23])=[CH:17][CH:16]=3)[CH2:12][CH:11]([C:26](O)=[O:27])[CH2:10]2)=[O:8])[CH2:3]1.O[NH:30][C:31]([CH:33]1[CH2:35][CH2:34]1)=[NH:32], predict the reaction product. (2) Given the reactants Br[C:2]1[CH:3]=[N:4][C:5]([N:8]([CH3:10])[CH3:9])=[N:6][CH:7]=1.C([Li])CCC.[B:16]([O:25]C(C)C)([O:21]C(C)C)[O:17]C(C)C.[ClH:29], predict the reaction product. The product is: [ClH:29].[CH3:9][N:8]([CH3:10])[C:5]1[N:4]=[CH:3][C:2]([O:17][B:16]([OH:25])[OH:21])=[CH:7][N:6]=1.